This data is from Full USPTO retrosynthesis dataset with 1.9M reactions from patents (1976-2016). The task is: Predict the reactants needed to synthesize the given product. (1) The reactants are: Cl[C:2]1[N:3]=[CH:4][C:5]2[N:11]([CH3:12])[C:10](=[O:13])[CH2:9][CH2:8][N:7]([CH:14]3[CH2:18][CH2:17][CH2:16][CH2:15]3)[C:6]=2[N:19]=1.[CH3:20][O:21][C:22](=[O:32])[C:23]1[CH:28]=[CH:27][C:26]([NH2:29])=[C:25]([O:30][CH3:31])[CH:24]=1.C1(C)C=CC(S(O)(=O)=O)=CC=1. Given the product [CH3:20][O:21][C:22](=[O:32])[C:23]1[CH:28]=[CH:27][C:26]([NH:29][C:2]2[N:3]=[CH:4][C:5]3[N:11]([CH3:12])[C:10](=[O:13])[CH2:9][CH2:8][N:7]([CH:14]4[CH2:18][CH2:17][CH2:16][CH2:15]4)[C:6]=3[N:19]=2)=[C:25]([O:30][CH3:31])[CH:24]=1, predict the reactants needed to synthesize it. (2) Given the product [CH:45]1([NH:44][C:43](=[O:48])[C:41]2[CH:42]=[C:37]([C:17]3[CH:18]=[C:19]4[C:14](=[CH:15][CH:16]=3)[C:13](=[O:51])[N:12]([CH2:11][C:10]([CH3:53])([CH3:52])[CH2:9][OH:8])[CH:21]=[C:20]4[CH:22]([N:24]3[CH2:25][CH2:26][NH:27][CH2:28][CH2:29]3)[CH3:23])[C:38]([CH3:50])=[C:39]([F:49])[CH:40]=2)[CH2:47][CH2:46]1, predict the reactants needed to synthesize it. The reactants are: [Si]([O:8][CH2:9][C:10]([CH3:53])([CH3:52])[CH2:11][N:12]1[CH:21]=[C:20]([CH:22]([N:24]2[CH2:29][CH2:28][N:27](C(OC(C)(C)C)=O)[CH2:26][CH2:25]2)[CH3:23])[C:19]2[C:14](=[CH:15][CH:16]=[C:17]([C:37]3[CH:42]=[C:41]([C:43](=[O:48])[NH:44][CH:45]4[CH2:47][CH2:46]4)[CH:40]=[C:39]([F:49])[C:38]=3[CH3:50])[CH:18]=2)[C:13]1=[O:51])(C(C)(C)C)(C)C.C(O)C.